This data is from Full USPTO retrosynthesis dataset with 1.9M reactions from patents (1976-2016). The task is: Predict the reactants needed to synthesize the given product. (1) Given the product [F:20][C:18]1[CH:19]=[CH:14][C:15]([O:21][CH3:22])=[CH:16][C:17]=1[C:24]1[C:25]([C:26]([O:28][CH3:29])=[O:27])=[CH:30][C:31]([N+:35]([O-:37])=[O:36])=[CH:32][C:33]=1[CH3:34], predict the reactants needed to synthesize it. The reactants are: COC(C1C([C:14]2[CH:19]=[C:18]([F:20])[CH:17]=[CH:16][C:15]=2[O:21][CH3:22])=CC=C([N+]([O-])=O)C=1)=O.Br[C:24]1[C:33]([CH3:34])=[CH:32][C:31]([N+:35]([O-:37])=[O:36])=[CH:30][C:25]=1[C:26]([O:28][CH3:29])=[O:27].FC1C=CC(OC)=C(B(O)O)C=1. (2) Given the product [C:11]1([C:10]([C:17]2[CH:22]=[CH:21][CH:20]=[CH:19][CH:18]=2)=[N:9]/[N:8]=[CH:7]/[C:3]2[S:4][CH:5]=[CH:6][C:2]=2[NH:37][N:36]=[C:29]([C:23]2[CH:28]=[CH:27][CH:26]=[CH:25][CH:24]=2)[C:30]2[CH:35]=[CH:34][CH:33]=[CH:32][CH:31]=2)[CH:16]=[CH:15][CH:14]=[CH:13][CH:12]=1, predict the reactants needed to synthesize it. The reactants are: Br[C:2]1[CH:6]=[CH:5][S:4][C:3]=1/[CH:7]=[N:8]/[N:9]=[C:10]([C:17]1[CH:22]=[CH:21][CH:20]=[CH:19][CH:18]=1)[C:11]1[CH:16]=[CH:15][CH:14]=[CH:13][CH:12]=1.[C:23]1([C:29](=[N:36][NH2:37])[C:30]2[CH:35]=[CH:34][CH:33]=[CH:32][CH:31]=2)[CH:28]=[CH:27][CH:26]=[CH:25][CH:24]=1.C([O-])([O-])=O.[Cs+].[Cs+]. (3) Given the product [C:34]([C:33]([C:32]#[N:36])=[C:6]1[C:9](=[O:10])[C:8]([O-:11])=[C:7]1[CH:12]=[C:13]1[C:21]([CH3:23])([CH3:22])[C:20]2[C:15](=[CH:16][CH:17]=[CH:18][CH:19]=2)[N:14]1[CH2:24][CH2:25][CH2:26][C:27]([O:29][CH2:30][CH3:31])=[O:28])#[N:35].[CH2:37]([NH+:39]([CH2:42][CH3:43])[CH2:40][CH3:41])[CH3:38], predict the reactants needed to synthesize it. The reactants are: C(O[C:6]1[C:9](=[O:10])[C:8](=[O:11])[C:7]=1[CH:12]=[C:13]1[C:21]([CH3:23])([CH3:22])[C:20]2[C:15](=[CH:16][CH:17]=[CH:18][CH:19]=2)[N:14]1[CH2:24][CH2:25][CH2:26][C:27]([O:29][CH2:30][CH3:31])=[O:28])CCC.[C:32](#[N:36])[CH2:33][C:34]#[N:35].[CH2:37]([N:39]([CH2:42][CH3:43])[CH2:40][CH3:41])[CH3:38]. (4) Given the product [F:12][C:13]([F:24])([F:25])[O:14][C:15]1[CH:20]=[C:19]([C:2]2[CH:11]=[C:6]([C:7]([O:9][CH3:10])=[O:8])[CH:5]=[N:4][CH:3]=2)[CH:18]=[CH:17][CH:16]=1, predict the reactants needed to synthesize it. The reactants are: Br[C:2]1[CH:3]=[N:4][CH:5]=[C:6]([CH:11]=1)[C:7]([O:9][CH3:10])=[O:8].[F:12][C:13]([F:25])([F:24])[O:14][C:15]1[CH:16]=[C:17](B(O)O)[CH:18]=[CH:19][CH:20]=1. (5) Given the product [CH2:1]([C:8]1[CH:17]=[C:16]2[C:11]([C:12]([OH:33])=[C:13]([C:28]([NH:34][CH2:35][C:36]3[CH:41]=[CH:40][N:39]=[CH:38][CH:37]=3)=[O:30])[C:14](=[O:27])[N:15]2[CH2:18][C:19]([N:21]2[CH2:22][CH2:23][O:24][CH2:25][CH2:26]2)=[O:20])=[N:10][CH:9]=1)[C:2]1[CH:3]=[CH:4][CH:5]=[CH:6][CH:7]=1, predict the reactants needed to synthesize it. The reactants are: [CH2:1]([C:8]1[CH:17]=[C:16]2[C:11]([C:12]([OH:33])=[C:13]([C:28]([O:30]CC)=O)[C:14](=[O:27])[N:15]2[CH2:18][C:19]([N:21]2[CH2:26][CH2:25][O:24][CH2:23][CH2:22]2)=[O:20])=[N:10][CH:9]=1)[C:2]1[CH:7]=[CH:6][CH:5]=[CH:4][CH:3]=1.[NH2:34][CH2:35][C:36]1[CH:41]=[CH:40][N:39]=[CH:38][CH:37]=1.